Dataset: Forward reaction prediction with 1.9M reactions from USPTO patents (1976-2016). Task: Predict the product of the given reaction. (1) The product is: [CH3:1]/[C:2](/[CH2:6][CH2:7][CH:8]=[C:9]([CH3:11])[CH3:10])=[CH:3]\[CH:4]([OH:5])[CH2:12][CH3:13]. Given the reactants [CH3:1]/[C:2](/[CH2:6][CH2:7][CH:8]=[C:9]([CH3:11])[CH3:10])=[CH:3]\[CH:4]=[O:5].[CH2:12]1COC[CH2:13]1, predict the reaction product. (2) Given the reactants Cl.[CH3:2][O:3][C:4]([C:6]1[N:7]([CH3:13])[C:8]([CH2:11]Cl)=[N:9][CH:10]=1)=[O:5].[NH:14]1[CH2:18][CH2:17][CH2:16][CH2:15]1, predict the reaction product. The product is: [CH3:2][O:3][C:4]([C:6]1[N:7]([CH3:13])[C:8]([CH2:11][N:14]2[CH2:18][CH2:17][CH2:16][CH2:15]2)=[N:9][CH:10]=1)=[O:5]. (3) Given the reactants [F:1][C:2]([F:31])([F:30])[C@@H:3]([NH:20][C@@H:21]([CH2:25][C:26]([F:29])([CH3:28])[CH3:27])[C:22](O)=[O:23])[C:4]1[CH:9]=[CH:8][C:7]([C:10]2[CH:15]=[CH:14][C:13]([S:16]([CH3:19])(=[O:18])=[O:17])=[CH:12][CH:11]=2)=[CH:6][CH:5]=1.[NH2:32][C@H:33]([CH2:44][O:45][CH2:46][C:47]1[CH:52]=[CH:51][CH:50]=[CH:49][CH:48]=1)[CH2:34][NH:35][C:36]1[CH:41]=[CH:40][C:39]([O:42][CH3:43])=[CH:38][CH:37]=1, predict the reaction product. The product is: [CH3:43][O:42][C:39]1[CH:38]=[CH:37][C:36]([NH:35][CH2:34][C@@H:33]([NH:32][C:22](=[O:23])[C@@H:21]([NH:20][C@@H:3]([C:4]2[CH:5]=[CH:6][C:7]([C:10]3[CH:15]=[CH:14][C:13]([S:16]([CH3:19])(=[O:18])=[O:17])=[CH:12][CH:11]=3)=[CH:8][CH:9]=2)[C:2]([F:30])([F:1])[F:31])[CH2:25][C:26]([F:29])([CH3:27])[CH3:28])[CH2:44][O:45][CH2:46][C:47]2[CH:48]=[CH:49][CH:50]=[CH:51][CH:52]=2)=[CH:41][CH:40]=1. (4) Given the reactants [C:1]([C:3]1[CH:8]=[CH:7][C:6]([C:9]2[O:13][CH:12]=[N:11][C:10]=2[C:14](OCC)=[O:15])=[CH:5][CH:4]=1)#[N:2].CC(C[AlH]CC(C)C)C, predict the reaction product. The product is: [CH:14]([C:10]1[N:11]=[CH:12][O:13][C:9]=1[C:6]1[CH:7]=[CH:8][C:3]([C:1]#[N:2])=[CH:4][CH:5]=1)=[O:15]. (5) The product is: [CH3:15][O:14][C:12]([C:9]1[N:10]=[C:11]2[N:7]([CH2:6][CH2:5][O:4][C:3]3[CH:16]=[C:17]([Cl:20])[CH:18]=[CH:19][C:2]=32)[N:8]=1)=[O:13]. Given the reactants Br[C:2]1[CH:19]=[CH:18][C:17]([Cl:20])=[CH:16][C:3]=1[O:4][CH2:5][CH2:6][N:7]1[CH:11]=[N:10][C:9]([C:12]([O:14][CH3:15])=[O:13])=[N:8]1.C(#N)C.C(=O)([O-])[O-].[Cs+].[Cs+], predict the reaction product. (6) The product is: [CH3:9][C:8]1[CH:7]=[C:6]([C:10]2[O:11][C:12]3[N:13]=[C:14]([S:23][CH3:24])[N:15]=[C:16]([O:19][CH2:20][CH2:21][CH3:22])[C:17]=3[N:18]=2)[CH:5]=[C:4]([CH3:25])[C:3]=1[OH:2]. Given the reactants C[O:2][C:3]1[C:8]([CH3:9])=[CH:7][C:6]([C:10]2[O:11][C:12]3[N:13]=[C:14]([S:23][CH3:24])[N:15]=[C:16]([O:19][CH2:20][CH2:21][CH3:22])[C:17]=3[N:18]=2)=[CH:5][C:4]=1[CH3:25].B(Br)(Br)Br, predict the reaction product. (7) Given the reactants [CH3:1]/[C:2](/[CH2:13][CH2:14][CH:15]=[C:16]([CH3:18])[CH3:17])=[CH:3]\[CH2:4][O:5][C:6](=[O:12])[CH2:7][CH2:8][C:9]([OH:11])=[O:10].[OH-].[OH:20][CH2:21][CH2:22][N+:23]([CH3:26])([CH3:25])[CH3:24], predict the reaction product. The product is: [CH3:1]/[C:2](/[CH2:13][CH2:14][CH:15]=[C:16]([CH3:18])[CH3:17])=[CH:3]\[CH2:4][O:5][C:6](=[O:12])[CH2:7][CH2:8][C:9]([O-:11])=[O:10].[OH:20][CH2:21][CH2:22][N+:23]([CH3:26])([CH3:25])[CH3:24]. (8) Given the reactants [OH:1][C@H:2]1[CH2:19][CH2:18][C@@:17]2([CH3:20])[C@@H:4]([CH2:5][CH2:6][C@:7]3([CH3:44])[C@@H:16]2[CH2:15][CH2:14][C@H:13]2[C@@:8]3([CH3:43])[CH2:9][CH2:10][C@@:11]3([C:27]([NH:29][C@@H:30]4[CH2:34][CH2:33][C@H:32]([CH2:35][N:36]5[CH2:41][CH2:40][CH2:39][CH:38]([CH3:42])[CH2:37]5)[CH2:31]4)=[O:28])[CH2:23][CH2:22][C@@H:21]([C:24]([CH3:26])=[CH2:25])[C@@H:12]32)[C:3]1([CH3:46])[CH3:45].N1C=CC=CC=1.[CH3:53][C:54]1([CH3:61])[CH2:58][C:57](=[O:59])[O:56][C:55]1=[O:60], predict the reaction product. The product is: [CH3:53][C:54]([CH3:61])([CH2:58][C:57](=[O:59])[O:1][C@H:2]1[CH2:19][CH2:18][C@@:17]2([CH3:20])[C@@H:4]([CH2:5][CH2:6][C@:7]3([CH3:44])[C@@H:16]2[CH2:15][CH2:14][C@H:13]2[C@@:8]3([CH3:43])[CH2:9][CH2:10][C@@:11]3([C:27](=[O:28])[NH:29][C@@H:30]4[CH2:34][CH2:33][C@H:32]([CH2:35][N:36]5[CH2:41][CH2:40][CH2:39][CH:38]([CH3:42])[CH2:37]5)[CH2:31]4)[CH2:23][CH2:22][C@@H:21]([C:24]([CH3:26])=[CH2:25])[C@@H:12]32)[C:3]1([CH3:45])[CH3:46])[C:55]([OH:60])=[O:56]. (9) Given the reactants [NH2:1][C@H:2]1[CH2:7][CH2:6][C@H:5]([NH:8][C:9]2[CH:14]=[C:13]([C:15]3[CH:20]=[CH:19][CH:18]=[C:17]([NH:21][CH2:22][C:23]4([C:29]#[N:30])[CH2:28][CH2:27][O:26][CH2:25][CH2:24]4)[N:16]=3)[C:12]([F:31])=[CH:11][N:10]=2)[CH2:4][CH2:3]1.[CH3:32][O:33][CH2:34][C:35](=O)[CH3:36].C(O)(=O)C.[Na], predict the reaction product. The product is: [F:31][C:12]1[C:13]([C:15]2[CH:20]=[CH:19][CH:18]=[C:17]([NH:21][CH2:22][C:23]3([C:29]#[N:30])[CH2:28][CH2:27][O:26][CH2:25][CH2:24]3)[N:16]=2)=[CH:14][C:9]([NH:8][C@H:5]2[CH2:6][CH2:7][C@H:2]([NH:1][CH:35]([CH3:36])[CH2:34][O:33][CH3:32])[CH2:3][CH2:4]2)=[N:10][CH:11]=1. (10) Given the reactants [O:1]1[CH2:6][CH2:5][CH2:4][CH2:3][CH:2]1[N:7]1[C:11](B2OC(C)(C)C(C)(C)O2)=[CH:10][CH:9]=[N:8]1.Br[C:22]1[CH:27]=[CH:26][C:25]([F:28])=[CH:24][N:23]=1.C([O-])([O-])=O.[Na+].[Na+].O, predict the reaction product. The product is: [F:28][C:25]1[CH:26]=[CH:27][C:22]([C:11]2[N:7]([CH:2]3[CH2:3][CH2:4][CH2:5][CH2:6][O:1]3)[N:8]=[CH:9][CH:10]=2)=[N:23][CH:24]=1.